Predict the product of the given reaction. From a dataset of Forward reaction prediction with 1.9M reactions from USPTO patents (1976-2016). Given the reactants [O:1]=[C:2]1[CH:6]([C:7]([O:9][CH2:10][CH3:11])=[O:8])[S:5][C:4]([NH:12][C:13]2[CH:18]=[CH:17][CH:16]=[CH:15][C:14]=2[C:19]([F:22])([F:21])[F:20])=[N:3]1.[C:23]([O:27][C:28]([CH3:31])([CH3:30])[CH3:29])(=[O:26])[CH:24]=[CH2:25].C1CCN2C(=NCCC2)CC1, predict the reaction product. The product is: [C:28]([O:27][C:23](=[O:26])[CH2:24][CH2:25][C:6]1([C:7]([O:9][CH2:10][CH3:11])=[O:8])[S:5][C:4]([NH:12][C:13]2[CH:18]=[CH:17][CH:16]=[CH:15][C:14]=2[C:19]([F:22])([F:20])[F:21])=[N:3][C:2]1=[O:1])([CH3:31])([CH3:30])[CH3:29].